Dataset: Catalyst prediction with 721,799 reactions and 888 catalyst types from USPTO. Task: Predict which catalyst facilitates the given reaction. (1) Reactant: CN(C)C=O.[I:6][C:7]1[CH:8]=[N:9][NH:10][CH:11]=1.Cl.Cl[CH2:14][CH2:15][N:16]1[CH2:21][CH2:20][O:19][CH2:18][CH2:17]1.C(=O)([O-])[O-].[K+].[K+]. Product: [I:6][C:7]1[CH:8]=[N:9][N:10]([CH2:14][CH2:15][N:16]2[CH2:21][CH2:20][O:19][CH2:18][CH2:17]2)[CH:11]=1. The catalyst class is: 6. (2) Reactant: [CH3:1][O:2][C:3]1[CH:18]=[CH:17][CH:16]=[CH:15][C:4]=1[C:5]([NH:7][C:8]1[CH:13]=[CH:12][C:11]([CH3:14])=[CH:10][CH:9]=1)=[NH:6].C([O-])(O)=O.[Na+].Br[CH2:25][C:26]([C:28]1[CH:33]=[CH:32][C:31]([O:34][CH3:35])=[CH:30][CH:29]=1)=O. Product: [CH3:35][O:34][C:31]1[CH:32]=[CH:33][C:28]([C:26]2[N:6]=[C:5]([C:4]3[CH:15]=[CH:16][CH:17]=[CH:18][C:3]=3[O:2][CH3:1])[N:7]([C:8]3[CH:13]=[CH:12][C:11]([CH3:14])=[CH:10][CH:9]=3)[CH:25]=2)=[CH:29][CH:30]=1. The catalyst class is: 10. (3) Reactant: [C:1](Cl)(=[O:11])[C:2]1[CH:10]=[CH:9][C:5]([C:6](Cl)=[O:7])=[CH:4][CH:3]=1.C([NH:20][CH:21]1[CH2:26][CH2:25][NH:24][CH2:23][CH2:22]1)(OC(C)(C)C)=O. Product: [NH2:20][CH:21]1[CH2:26][CH2:25][N:24]([C:1]([C:2]2[CH:10]=[CH:9][C:5]([C:6]([N:24]3[CH2:23][CH2:22][CH:21]([NH2:20])[CH2:26][CH2:25]3)=[O:7])=[CH:4][CH:3]=2)=[O:11])[CH2:23][CH2:22]1. The catalyst class is: 3. (4) The catalyst class is: 6. Reactant: [OH:1][C:2]1[CH:3]=[C:4]2[C:9](=[CH:10][CH:11]=1)[C:8]([C:12]([OH:14])=O)=[CH:7][CH:6]=[CH:5]2.[C:15]([O:19][C:20](=[O:37])[C@H:21]([NH:23][CH2:24][C:25]1[CH:26]=[C:27]([C:30]([O:32][C:33]([CH3:36])([CH3:35])[CH3:34])=[O:31])[S:28][CH:29]=1)[CH3:22])([CH3:18])([CH3:17])[CH3:16].F[P-](F)(F)(F)(F)F.N1(OC(N(C)C)=[N+](C)C)C2N=CC=CC=2N=N1.C(N(CC)C(C)C)(C)C. Product: [C:15]([O:19][C:20](=[O:37])[C@H:21]([N:23]([CH2:24][C:25]1[CH:26]=[C:27]([C:30]([O:32][C:33]([CH3:36])([CH3:35])[CH3:34])=[O:31])[S:28][CH:29]=1)[C:12]([C:8]1[C:9]2[C:4](=[CH:3][C:2]([OH:1])=[CH:11][CH:10]=2)[CH:5]=[CH:6][CH:7]=1)=[O:14])[CH3:22])([CH3:18])([CH3:16])[CH3:17]. (5) Reactant: [OH:1][CH:2]([CH2:16][OH:17])[CH2:3][N:4]1[CH2:9][CH2:8][CH:7]([CH2:10][CH2:11][CH2:12][C:13]([NH2:15])=O)[CH2:6][CH2:5]1.[H-].[Al+3].[Li+].[H-].[H-].[H-]. Product: [NH2:15][CH2:13][CH2:12][CH2:11][CH2:10][CH:7]1[CH2:6][CH2:5][N:4]([CH2:3][CH:2]([OH:1])[CH2:16][OH:17])[CH2:9][CH2:8]1. The catalyst class is: 7. (6) Reactant: [NH:1]1[C:9]2[C:4](=[CH:5][C:6]([C:10]3[O:14][N:13]=[C:12]([NH2:15])[N:11]=3)=[CH:7][CH:8]=2)[CH:3]=[CH:2]1.[OH-].[K+].[I:18]I.S([O-])([O-])(=O)=S.[Na+].[Na+]. Product: [I:18][C:3]1[C:4]2[C:9](=[CH:8][CH:7]=[C:6]([C:10]3[O:14][N:13]=[C:12]([NH2:15])[N:11]=3)[CH:5]=2)[NH:1][CH:2]=1. The catalyst class is: 3. (7) Reactant: COCCO[AlH2-]OCCOC.[Na+].[CH:13]1([NH:19][C:20]2[C:25]([C:26](N(OC)C)=[O:27])=[C:24]([CH3:32])[N:23]=[C:22]3[N:33]([CH2:36][CH3:37])[N:34]=[CH:35][C:21]=23)[CH2:18][CH2:17][CH2:16][CH2:15][CH2:14]1.C(O)(=O)CC(CC(O)=O)(C(O)=O)O. Product: [CH:13]1([NH:19][C:20]2[C:25]([CH:26]=[O:27])=[C:24]([CH3:32])[N:23]=[C:22]3[N:33]([CH2:36][CH3:37])[N:34]=[CH:35][C:21]=23)[CH2:14][CH2:15][CH2:16][CH2:17][CH2:18]1. The catalyst class is: 11. (8) Reactant: [O:1]1[CH2:6][CH2:5][N:4]([C:7]2[CH:12]=[CH:11][C:10]([C:13]3[NH:35][C:16]4=[N:17][CH:18]=[CH:19][C:20]([C:21]5[CH:22]=[CH:23][C:24]([O:29][C@@H:30]6[CH2:34][CH2:33][NH:32][CH2:31]6)=[C:25]([CH:28]=5)[C:26]#[N:27])=[C:15]4[N:14]=3)=[CH:9][CH:8]=2)[CH2:3][CH2:2]1.[OH:36][CH2:37][C:38](O)=[O:39].CN(C(ON1N=NC2C=CC=NC1=2)=[N+](C)C)C.F[P-](F)(F)(F)(F)F. Product: [OH:39][CH2:38][C:37]([N:32]1[CH2:33][CH2:34][C@@H:30]([O:29][C:24]2[CH:23]=[CH:22][C:21]([C:20]3[CH:19]=[CH:18][N:17]=[C:16]4[NH:35][C:13]([C:10]5[CH:9]=[CH:8][C:7]([N:4]6[CH2:5][CH2:6][O:1][CH2:2][CH2:3]6)=[CH:12][CH:11]=5)=[N:14][C:15]=34)=[CH:28][C:25]=2[C:26]#[N:27])[CH2:31]1)=[O:36]. The catalyst class is: 4. (9) Reactant: [Cl:1][C:2]1[CH:7]=[CH:6][C:5]([N:8]2[C:12]([CH:13]=[C:14]([CH3:16])[CH3:15])=[CH:11][CH:10]=[C:9]2[CH:17]=[CH:18][C:19]([O:21][CH3:22])=[O:20])=[C:4]([C:23](=[O:34])[C:24]2[CH:29]=[CH:28][CH:27]=[C:26]([O:30][CH3:31])[C:25]=2[O:32][CH3:33])[CH:3]=1.[BH4-].[Na+]. Product: [Cl:1][C:2]1[CH:7]=[CH:6][C:5]([N:8]2[C:12]([CH:13]=[C:14]([CH3:16])[CH3:15])=[CH:11][CH:10]=[C:9]2[CH:17]=[CH:18][C:19]([O:21][CH3:22])=[O:20])=[C:4]([CH:23]([C:24]2[CH:29]=[CH:28][CH:27]=[C:26]([O:30][CH3:31])[C:25]=2[O:32][CH3:33])[OH:34])[CH:3]=1. The catalyst class is: 111.